This data is from Full USPTO retrosynthesis dataset with 1.9M reactions from patents (1976-2016). The task is: Predict the reactants needed to synthesize the given product. (1) Given the product [NH2:15][C:12]1[CH:13]=[CH:14][C:9]([O:8][CH2:6][CH3:7])=[C:10]([C:18]2[NH:23][C:22](=[O:24])[C:21]3=[C:25]([CH3:33])[N:26]=[C:27]([CH:28]4[CH2:32][CH2:31][CH2:30][CH2:29]4)[N:20]3[N:19]=2)[CH:11]=1, predict the reactants needed to synthesize it. The reactants are: O1CCCC1.[CH2:6]([O:8][C:9]1[CH:14]=[CH:13][C:12]([N+:15]([O-])=O)=[CH:11][C:10]=1[C:18]1[NH:23][C:22](=[O:24])[C:21]2=[C:25]([CH3:33])[N:26]=[C:27]([CH:28]3[CH2:32][CH2:31][CH2:30][CH2:29]3)[N:20]2[N:19]=1)[CH3:7]. (2) Given the product [CH2:1]([O:8][C:9]([N:11]1[CH2:16][CH2:15][N:14]([C:21]2[C:22]3[N:28]=[C:27]([C:29]4[CH:34]=[CH:33][C:32]([F:35])=[CH:31][CH:30]=4)[CH:26]=[CH:25][C:23]=3[N:24]=[C:19]([NH2:18])[N:20]=2)[C@@H:13]([CH3:17])[CH2:12]1)=[O:10])[C:2]1[CH:3]=[CH:4][CH:5]=[CH:6][CH:7]=1, predict the reactants needed to synthesize it. The reactants are: [CH2:1]([O:8][C:9]([N:11]1[CH2:16][CH2:15][NH:14][C@@H:13]([CH3:17])[CH2:12]1)=[O:10])[C:2]1[CH:7]=[CH:6][CH:5]=[CH:4][CH:3]=1.[NH2:18][C:19]1[NH:20][C:21](=O)[C:22]2[N:28]=[C:27]([C:29]3[CH:34]=[CH:33][C:32]([F:35])=[CH:31][CH:30]=3)[CH:26]=[CH:25][C:23]=2[N:24]=1. (3) Given the product [F:32][C:31]1[C:26]2[N:25]([CH:33]([CH3:36])[CH2:34][OH:35])[CH:24]=[C:23]([C:21]([C:17]3[CH:16]=[C:15]([NH:14][C:9](=[O:11])[CH2:8][N:6]4[CH:7]=[C:3]([C:2]([F:1])([F:13])[F:12])[CH:4]=[N:5]4)[CH:20]=[N:19][CH:18]=3)=[O:22])[C:27]=2[CH:28]=[N:29][CH:30]=1, predict the reactants needed to synthesize it. The reactants are: [F:1][C:2]([F:13])([F:12])[C:3]1[CH:4]=[N:5][N:6]([CH2:8][C:9]([OH:11])=O)[CH:7]=1.[NH2:14][C:15]1[CH:16]=[C:17]([C:21]([C:23]2[C:27]3[CH:28]=[N:29][CH:30]=[C:31]([F:32])[C:26]=3[N:25]([CH:33]([CH3:36])[CH2:34][OH:35])[CH:24]=2)=[O:22])[CH:18]=[N:19][CH:20]=1. (4) The reactants are: [Si:1]([O:8][CH2:9][CH:10]=[O:11])([C:4]([CH3:7])([CH3:6])[CH3:5])([CH3:3])[CH3:2].[Cl:12][C:13]1[CH:18]=[CH:17][C:16]([Mg]Br)=[CH:15][C:14]=1[F:21]. Given the product [Si:1]([O:8][CH2:9][CH:10]([C:16]1[CH:17]=[CH:18][C:13]([Cl:12])=[C:14]([F:21])[CH:15]=1)[OH:11])([C:4]([CH3:7])([CH3:6])[CH3:5])([CH3:3])[CH3:2], predict the reactants needed to synthesize it.